Task: Predict which catalyst facilitates the given reaction.. Dataset: Catalyst prediction with 721,799 reactions and 888 catalyst types from USPTO (1) Reactant: [C:1]([OH:9])(=O)[C:2]1[CH:7]=[CH:6][CH:5]=[CH:4][CH:3]=1.CN(C(ON1N=NC2C=CC=NC1=2)=[N+](C)C)C.F[P-](F)(F)(F)(F)F.CN1CCOCC1.[CH3:41][O:42][C:43]1[C:44]2[N:57]=[C:56]([NH2:58])[S:55][C:45]=2[C:46]([N:49]2[CH2:54][CH2:53][O:52][CH2:51][CH2:50]2)=[N:47][CH:48]=1. Product: [CH3:41][O:42][C:43]1[C:44]2[N:57]=[C:56]([NH:58][C:1](=[O:9])[C:2]3[CH:3]=[CH:4][CH:5]=[CH:6][CH:7]=3)[S:55][C:45]=2[C:46]([N:49]2[CH2:50][CH2:51][O:52][CH2:53][CH2:54]2)=[N:47][CH:48]=1. The catalyst class is: 1. (2) The catalyst class is: 14. Product: [Cl:1][C:2]1[CH:3]=[CH:4][C:5]([CH2:8][C:9]2[C:15]([CH3:16])=[N:23][C:24]3[N:25]([N:26]=[CH:27][C:28]=3[C:29]([O:31][CH2:32][CH3:33])=[O:30])[C:10]=2[OH:12])=[CH:6][CH:7]=1. Reactant: [Cl:1][C:2]1[CH:7]=[CH:6][C:5]([CH2:8][CH:9]([C:15](=O)[CH2:16]C(OCC)=O)[C:10]([O:12]CC)=O)=[CH:4][CH:3]=1.[NH2:23][C:24]1[C:28]([C:29]([O:31][CH2:32][CH3:33])=[O:30])=[CH:27][NH:26][N:25]=1.P(=O)(O)(O)O.O. (3) Reactant: CC1C=CC(S(O[CH2:12][CH2:13][CH2:14][C:15]2[C:23]3[C:18](=[CH:19][CH:20]=[C:21]([C:24]#[N:25])[CH:22]=3)[NH:17][CH:16]=2)(=O)=O)=CC=1.[N:26]1([C:32]2[N:37]=[C:36]([C:38]([NH2:40])=[O:39])[CH:35]=[CH:34][N:33]=2)[CH2:31][CH2:30][NH:29][CH2:28][CH2:27]1.C(=O)([O-])[O-].[K+].[K+].[I-].[K+]. Product: [C:24]([C:21]1[CH:22]=[C:23]2[C:18](=[CH:19][CH:20]=1)[NH:17][CH:16]=[C:15]2[CH2:14][CH2:13][CH2:12][N:29]1[CH2:30][CH2:31][N:26]([C:32]2[N:37]=[C:36]([C:38]([NH2:40])=[O:39])[CH:35]=[CH:34][N:33]=2)[CH2:27][CH2:28]1)#[N:25]. The catalyst class is: 10. (4) Reactant: [C:1]([O:13][CH3:14])(=[O:12])[C:2]1[CH:11]=[CH:10][CH:9]=[C:4]([C:5]([O:7]C)=O)[CH:3]=1.[N:15]1C=CC=CC=1.[CH3:21][O:22][C:23]1[CH:32]=[CH:31][C:26]([CH2:27][N:28]=[C:29]=[O:30])=[CH:25][CH:24]=1.C(N=C=O)CC1C=CC=CC=1. Product: [CH3:21][O:22][C:23]1[CH:32]=[CH:31][C:26]([CH2:27][N:28]2[C:5](=[O:7])[C:4]3[C:9](=[CH:10][CH:11]=[C:2]([C:1]([O:13][CH3:14])=[O:12])[CH:3]=3)[NH:15][C:29]2=[O:30])=[CH:25][CH:24]=1. The catalyst class is: 16. (5) The catalyst class is: 5. Reactant: C[O:2][C:3]([C:5]1[CH:6]=[N:7][C:8]([O:11][C:12]2[CH:13]=[CH:14][C:15]3[CH2:19][O:18][B:17]([OH:20])[C:16]=3[CH:21]=2)=[N:9][CH:10]=1)=[O:4].[Li+].[OH-]. Product: [OH:20][B:17]1[C:16]2[CH:21]=[C:12]([O:11][C:8]3[N:7]=[CH:6][C:5]([C:3]([OH:4])=[O:2])=[CH:10][N:9]=3)[CH:13]=[CH:14][C:15]=2[CH2:19][O:18]1.